Task: Predict the reactants needed to synthesize the given product.. Dataset: Full USPTO retrosynthesis dataset with 1.9M reactions from patents (1976-2016) Given the product [CH2:29]([N:36]1[CH2:41][CH2:40][O:39][CH:38]([CH2:42][C:43]2[CH:48]=[CH:47][CH:46]=[C:45]([CH3:49])[CH:44]=2)[CH2:37]1)[C:30]1[CH:31]=[CH:32][CH:33]=[CH:34][CH:35]=1, predict the reactants needed to synthesize it. The reactants are: C(N1CCO[C@H](CC2C=CC=C(C=CC3C=NC=CC=3)C=2)C1)(OC(C)(C)C)=O.[CH2:29]([N:36]1[CH2:41][CH2:40][O:39][CH:38]([CH2:42][C:43]2[CH:48]=[CH:47][CH:46]=[C:45]([CH3:49])[CH:44]=2)[C:37]1=O)[C:30]1[CH:35]=[CH:34][CH:33]=[CH:32][CH:31]=1.B.